From a dataset of Forward reaction prediction with 1.9M reactions from USPTO patents (1976-2016). Predict the product of the given reaction. (1) Given the reactants [Si:1]([O:8][C@H:9]([C@H:11]([N:15]1[CH:19]=[C:18]([C:20]([O:22]CC)=O)[N:17]=[CH:16]1)[CH2:12][CH2:13][OH:14])[CH3:10])([C:4]([CH3:7])([CH3:6])[CH3:5])([CH3:3])[CH3:2].[NH3:25], predict the reaction product. The product is: [Si:1]([O:8][C@H:9]([C@H:11]([N:15]1[CH:19]=[C:18]([C:20]([NH2:25])=[O:22])[N:17]=[CH:16]1)[CH2:12][CH2:13][OH:14])[CH3:10])([C:4]([CH3:7])([CH3:6])[CH3:5])([CH3:3])[CH3:2]. (2) The product is: [C:28]([O:14][C@@H:12]([CH3:13])[C@H:11]([NH:10][C:9]([O:8][CH2:1][C:2]1[CH:7]=[CH:6][CH:5]=[CH:4][CH:3]=1)=[O:27])[C:15]([NH:16][CH2:17][CH2:18][CH:19]([O:20][CH2:21][CH3:22])[O:23][CH2:24][CH3:25])=[O:26])(=[O:42])[CH2:29][CH2:30][CH2:31][CH2:32][CH2:33][CH2:34][CH2:35][CH2:36][CH2:37][CH2:38][CH2:39][CH2:40][CH3:41]. Given the reactants [CH2:1]([O:8][C:9](=[O:27])[NH:10][C@H:11]([C:15](=[O:26])[NH:16][CH2:17][CH2:18][CH:19]([O:23][CH2:24][CH3:25])[O:20][CH2:21][CH3:22])[C@@H:12]([OH:14])[CH3:13])[C:2]1[CH:7]=[CH:6][CH:5]=[CH:4][CH:3]=1.[C:28](O)(=[O:42])[CH2:29][CH2:30][CH2:31][CH2:32][CH2:33][CH2:34][CH2:35][CH2:36][CH2:37][CH2:38][CH2:39][CH2:40][CH3:41].C1(N=C=NC2CCCCC2)CCCCC1.CN(C1C=CC=CN=1)C, predict the reaction product. (3) Given the reactants C(OC(=O)[NH:7][C@@H:8]1[C:14](=[O:15])[N:13]([CH3:16])[C:12]2[CH:17]=[CH:18][CH:19]=[CH:20][C:11]=2[N:10]([S:21]([CH3:24])(=[O:23])=[O:22])[CH2:9]1)(C)(C)C.[ClH:26], predict the reaction product. The product is: [ClH:26].[NH2:7][C@@H:8]1[C:14](=[O:15])[N:13]([CH3:16])[C:12]2[CH:17]=[CH:18][CH:19]=[CH:20][C:11]=2[N:10]([S:21]([CH3:24])(=[O:23])=[O:22])[CH2:9]1. (4) Given the reactants [CH3:1][O:2][C:3](=[O:12])[C:4]1[CH:9]=[CH:8][C:7]([CH2:10]Br)=[CH:6][CH:5]=1.[F:13][C:14]([F:25])([F:24])[C:15]1[CH:16]=[C:17](B(O)O)[CH:18]=[CH:19][CH:20]=1.C([O-])([O-])=O.[Na+].[Na+], predict the reaction product. The product is: [F:13][C:14]([F:25])([F:24])[C:15]1[CH:20]=[C:19]([CH:18]=[CH:17][CH:16]=1)[CH2:10][C:7]1[CH:8]=[CH:9][C:4]([C:3]([O:2][CH3:1])=[O:12])=[CH:5][CH:6]=1. (5) Given the reactants C([O:5][C:6]([C:8]1[C:13]([O:14][CH2:15][C:16]2[CH:21]=[CH:20][CH:19]=[CH:18][CH:17]=2)=[C:12]([OH:22])[N:11]=[C:10]([CH2:23][C:24]2[CH:29]=[CH:28][C:27]([Cl:30])=[CH:26][C:25]=2[Br:31])[N:9]=1)=[O:7])(C)(C)C.O[Li].O.C(OCC)(=O)C, predict the reaction product. The product is: [CH2:15]([O:14][C:13]1[C:8]([C:6]([OH:7])=[O:5])=[N:9][C:10]([CH2:23][C:24]2[CH:29]=[CH:28][C:27]([Cl:30])=[CH:26][C:25]=2[Br:31])=[N:11][C:12]=1[OH:22])[C:16]1[CH:21]=[CH:20][CH:19]=[CH:18][CH:17]=1. (6) Given the reactants [Na].C([C@H:10]([CH2:21][O:22][CH2:23][CH2:24][CH2:25][CH2:26][CH2:27][CH2:28][CH2:29][CH2:30][CH2:31][CH2:32][CH2:33][CH2:34][CH2:35][CH2:36][CH2:37][CH3:38])[CH2:11][CH2:12][P:13]([O:18][CH2:19]C)(=[O:17])[O:14][CH2:15]C)(=O)C1C=CC=CC=1.CC(O)=[O:41], predict the reaction product. The product is: [CH2:23]([O:22][CH2:21][C@@H:10]([OH:41])[CH2:11][CH2:12][P:13]([O:18][CH3:19])(=[O:17])[O:14][CH3:15])[CH2:24][CH2:25][CH2:26][CH2:27][CH2:28][CH2:29][CH2:30][CH2:31][CH2:32][CH2:33][CH2:34][CH2:35][CH2:36][CH2:37][CH3:38]. (7) Given the reactants [CH3:1][O:2][C:3]1[CH:8]=[CH:7][C:6]([C:9]2[C:10](=[O:16])[NH:11][C:12](=[S:15])[NH:13][N:14]=2)=[CH:5][CH:4]=1.I[CH3:18], predict the reaction product. The product is: [CH3:1][O:2][C:3]1[CH:4]=[CH:5][C:6]([C:9]2[C:10](=[O:16])[N:11]=[C:12]([S:15][CH3:18])[NH:13][N:14]=2)=[CH:7][CH:8]=1. (8) Given the reactants Br[C:2]1[CH:3]=[C:4]2[C:9](=[CH:10][CH:11]=1)[N:8]=[CH:7][CH:6]=[C:5]2[N:12]1[CH2:17][CH2:16][CH2:15][CH2:14][CH2:13]1.[CH3:18][C:19]1([CH3:35])[C:23]([CH3:25])([CH3:24])[O:22][B:21]([B:21]2[O:22][C:23]([CH3:25])([CH3:24])[C:19]([CH3:35])([CH3:18])[O:20]2)[O:20]1.C([O-])(=O)C.[K+], predict the reaction product. The product is: [N:12]1([C:5]2[C:4]3[C:9](=[CH:10][CH:11]=[C:2]([B:21]4[O:22][C:23]([CH3:25])([CH3:24])[C:19]([CH3:35])([CH3:18])[O:20]4)[CH:3]=3)[N:8]=[CH:7][CH:6]=2)[CH2:17][CH2:16][CH2:15][CH2:14][CH2:13]1.